The task is: Predict the product of the given reaction.. This data is from Forward reaction prediction with 1.9M reactions from USPTO patents (1976-2016). (1) Given the reactants [CH3:1][C:2]1[CH:3]=[C:4]([CH2:9][CH2:10][C:11]([NH:13][CH2:14][CH2:15][CH2:16][C:17]2[N:18]([CH2:23][CH3:24])[N:19]=[C:20]([CH3:22])[CH:21]=2)=O)[CH:5]=[CH:6][C:7]=1[CH3:8].P(Cl)(Cl)(Cl)=O.[BH4-].[Na+], predict the reaction product. The product is: [CH3:1][C:2]1[CH:3]=[C:4]([CH2:9][CH2:10][CH:11]2[NH:13][CH2:14][CH2:15][CH2:16][C:17]3[N:18]([CH2:23][CH3:24])[N:19]=[C:20]([CH3:22])[C:21]2=3)[CH:5]=[CH:6][C:7]=1[CH3:8]. (2) Given the reactants [Cl:1][C:2]1[CH:18]=[CH:17][C:5]2[CH2:6][CH2:7][N:8](C(=O)C(F)(F)F)[CH2:9][CH2:10][C:4]=2[C:3]=1[NH:19][CH2:20][C:21]1[CH:26]=[CH:25][C:24]([CH2:27][N:28]([CH:30]([CH3:32])[CH3:31])[CH3:29])=[CH:23][CH:22]=1, predict the reaction product. The product is: [Cl:1][C:2]1[CH:18]=[CH:17][C:5]2[CH2:6][CH2:7][NH:8][CH2:9][CH2:10][C:4]=2[C:3]=1[NH:19][CH2:20][C:21]1[CH:22]=[CH:23][C:24]([CH2:27][N:28]([CH:30]([CH3:32])[CH3:31])[CH3:29])=[CH:25][CH:26]=1.